From a dataset of Reaction yield outcomes from USPTO patents with 853,638 reactions. Predict the reaction yield, written as a fraction of the theoretical maximum amount of product (1.0 means a 100% yield; for example, 0.34 means a 34% yield). (1) The reactants are [CH2:1]([NH:8][C:9]1[CH:14]=[CH:13][C:12]([CH2:15][C:16](Cl)=[N:17][OH:18])=[CH:11][CH:10]=1)[C:2]1[CH:7]=[CH:6][CH:5]=[CH:4][CH:3]=1.[C:20]([C:22]1[C:23]([NH2:29])=[N:24][C:25]([NH2:28])=[CH:26][CH:27]=1)#[CH:21].C(N(CC)CC)C. The catalyst is O1CCCC1. The product is [CH2:1]([NH:8][C:9]1[CH:14]=[CH:13][C:12]([CH2:15][C:16]2[CH:21]=[C:20]([C:22]3[C:23]([NH2:29])=[N:24][C:25]([NH2:28])=[CH:26][CH:27]=3)[O:18][N:17]=2)=[CH:11][CH:10]=1)[C:2]1[CH:7]=[CH:6][CH:5]=[CH:4][CH:3]=1. The yield is 0.0840. (2) The reactants are [C:1]([C:3]1[CH:11]=[CH:10][C:6]([C:7]([OH:9])=[O:8])=[CH:5][CH:4]=1)#[N:2]. The catalyst is [Ni].CO. The product is [NH2:2][CH2:1][C:3]1[CH:4]=[CH:5][C:6]([C:7]([OH:9])=[O:8])=[CH:10][CH:11]=1. The yield is 0.840. (3) The reactants are [CH3:1][N:2]([O:15][CH3:16])[C:3](=[O:14])[C:4]1[CH:9]=[CH:8][C:7]([N+:10]([O-:12])=[O:11])=[C:6](F)[CH:5]=1.[CH:17]1([NH2:22])[CH2:21][CH2:20][CH2:19][CH2:18]1.C(#N)C. The catalyst is Cl. The product is [CH3:16][O:15][N:2]([CH3:1])[C:3](=[O:14])[C:4]1[CH:9]=[CH:8][C:7]([N+:10]([O-:12])=[O:11])=[C:6]([NH:22][CH:17]2[CH2:21][CH2:20][CH2:19][CH2:18]2)[CH:5]=1. The yield is 0.920. (4) The reactants are [Cl:1][C:2]1[CH:8]=[CH:7][C:5]([NH2:6])=[CH:4][C:3]=1[C:9]([F:12])([F:11])[F:10].C(N(CC)CC)C.[C:20](Cl)(=[O:25])[C:21]([CH3:24])([CH3:23])[CH3:22]. The catalyst is C1COCC1. The product is [Cl:1][C:2]1[CH:8]=[CH:7][C:5]([NH:6][C:20](=[O:25])[C:21]([CH3:24])([CH3:23])[CH3:22])=[CH:4][C:3]=1[C:9]([F:10])([F:11])[F:12]. The yield is 0.950.